From a dataset of Cav3 T-type calcium channel HTS with 100,875 compounds. Binary Classification. Given a drug SMILES string, predict its activity (active/inactive) in a high-throughput screening assay against a specified biological target. (1) The drug is Clc1ccc(S(=O)(=O)NC2C(OCC)CCCC2)cc1. The result is 0 (inactive). (2) The result is 0 (inactive). The drug is S(=O)(=O)(NC)c1cc(C(OCC(=O)c2c(c([nH]c2C)C)C(OCC)=O)=O)ccc1. (3) The molecule is O(C1CCCCC1)C(=O)Cn1nc(nn1)c1cc(OC)c(OC)cc1. The result is 0 (inactive).